Dataset: Reaction yield outcomes from USPTO patents with 853,638 reactions. Task: Predict the reaction yield, written as a fraction of the theoretical maximum amount of product (1.0 means a 100% yield; for example, 0.34 means a 34% yield). (1) The reactants are [C:1]([O:5][C:6]([N:8]1[CH2:13][CH2:12][N:11]([C:14]2[CH:15]=[N:16][C:17]([N+:20]([O-])=O)=[CH:18][CH:19]=2)[CH2:10][CH:9]1[CH3:23])=[O:7])([CH3:4])([CH3:3])[CH3:2].[H][H]. The catalyst is [Pd]. The product is [C:1]([O:5][C:6]([N:8]1[CH2:13][CH2:12][N:11]([C:14]2[CH:15]=[N:16][C:17]([NH2:20])=[CH:18][CH:19]=2)[CH2:10][CH:9]1[CH3:23])=[O:7])([CH3:4])([CH3:2])[CH3:3]. The yield is 0.980. (2) The reactants are Br[CH2:2][C:3]1[CH:12]=[CH:11][C:6]([C:7]([O:9]C)=[O:8])=[CH:5][C:4]=1[C:13]([F:16])([F:15])[F:14].[OH-:17].[Na+]. The catalyst is O1CCOCC1. The product is [OH:17][CH2:2][C:3]1[CH:12]=[CH:11][C:6]([C:7]([OH:9])=[O:8])=[CH:5][C:4]=1[C:13]([F:16])([F:15])[F:14]. The yield is 1.00. (3) The catalyst is C(O)C. The yield is 0.210. The product is [C:15]([O:19][C:20]([N:22]([OH:23])[C:5]1([CH:2]([CH3:1])[CH2:3][CH3:4])[C:6](=[O:13])[NH:7][C:8](=[O:12])[NH:9][C:10]1=[O:11])=[O:21])([CH3:18])([CH3:17])[CH3:16]. The reactants are [CH3:1][CH:2]([CH:5]1[C:10](=[O:11])[NH:9][C:8](=[O:12])[NH:7][C:6]1=[O:13])[CH2:3][CH3:4].[Na].[C:15]([O:19][C:20]([NH:22][OH:23])=[O:21])([CH3:18])([CH3:17])[CH3:16].I([O-])(=O)(=O)=O.[Na+]. (4) The reactants are [CH3:1][N:2]([CH3:30])[CH2:3][C:4]#[C:5][C:6]1[CH:7]=[C:8]2[C:12](=[CH:13][CH:14]=1)[C:11](=[O:15])[N:10]([CH2:16][C:17]1[CH:22]=[CH:21][C:20]([O:23][C:24]3[CH:29]=[CH:28][CH:27]=[CH:26][CH:25]=3)=[CH:19][CH:18]=1)[CH2:9]2.[H][H]. The catalyst is C(O)C.[Pd]. The product is [CH3:30][N:2]([CH3:1])[CH2:3][CH2:4][CH2:5][C:6]1[CH:7]=[C:8]2[C:12](=[CH:13][CH:14]=1)[C:11](=[O:15])[N:10]([CH2:16][C:17]1[CH:22]=[CH:21][C:20]([O:23][C:24]3[CH:25]=[CH:26][CH:27]=[CH:28][CH:29]=3)=[CH:19][CH:18]=1)[CH2:9]2. The yield is 0.830.